From a dataset of Drug-target binding data from BindingDB using IC50 measurements. Regression. Given a target protein amino acid sequence and a drug SMILES string, predict the binding affinity score between them. We predict pIC50 (pIC50 = -log10(IC50 in M); higher means more potent). Dataset: bindingdb_ic50. (1) The compound is CC/C=C/CC1(C)SC(=O)C(C)C1=O. The target protein (P9WQD7) has sequence MTELVTGKAFPYVVVTGIAMTTALATDAETTWKLLLDRQSGIRTLDDPFVEEFDLPVRIGGHLLEEFDHQLTRIELRRMGYLQRMSTVLSRRLWENAGSPEVDTNRLMVSIGTGLGSAEELVFSYDDMRARGMKAVSPLTVQKYMPNGAAAAVGLERHAKAGVMTPVSACASGAEAIARAWQQIVLGEADAAICGGVETRIEAVPIAGFAQMRIVMSTNNDDPAGACRPFDRDRDGFVFGEGGALLLIETEEHAKARGANILARIMGASITSDGFHMVAPDPNGERAGHAITRAIQLAGLAPGDIDHVNAHATGTQVGDLAEGRAINNALGGNRPAVYAPKSALGHSVGAVGAVESILTVLALRDQVIPPTLNLVNLDPEIDLDVVAGEPRPGNYRYAINNSFGFGGHNVAIAFGRY. The pIC50 is 3.0. (2) The compound is O=C(c1ccc(S(=O)(=O)N2CCC(N3CCCC3)CC2)cc1)N1CCC(N2CCCC2)CC1. The target protein (Q9UHJ3) has sequence MNGEQQLDADAGSGMEEVELSWEDYLEETGSTAVPYGSFKHVDTRLQNGFAPGMKLEVAVRTDPETYWVATVITTCEQLLLLRYDGYGEDRRADFWCDIRKADLYPIGWCEQNKKTLEAPEGIRDKVSDWDEFLRQTLIGACSPPVPLLEGLRNGRNPLDLIAPGSRLECQAFQDSLSTWIVTVVENIGGRLKLRYEGLESSDNYEHWLYYLDPFLHHVGWAAQQGYELQPPSAIRHLKNEAEWQEILAKVKEEEEEPLPSYLFKDKQVIGIHTFSVNMKLEAVDPWSPFGISPATVVKVFDEKYFLVEMDDLRPENHARRSFVCHADSPGIFPVQWSLKNGLHISPPPGYPSQDFDWADYLKQCGAEAAPQRCFPPLISEHEFKENMKLEAVNPILPEEVCVATITAVRGSYLWLQLEGSKKPIPECIVSVESMDIFPLGWCETNGHPLSTPRRARVYKQRKIAVVQPEKQVPSSRTVHEGLRNQELNSTESVMINGKY.... The pIC50 is 5.0. (3) The compound is CC1=C(C(C)C)/C(=C/C(C)=C\C=C\C(C)=C\C(=O)O)CCC1. The target protein (P40220) has sequence MPNFAGTWKMRSSENFDELLKALGVNAMLRKVAVAAASKPHVEIRQDGDQFYIKTSTTVRTTEINFKIGESFEEETVDGRKCRSLATWENENKIYCKQTLIEGDGPKTYWTRELANDELILTFGADDVVCTRIYVRE. The pIC50 is 5.6. (4) The drug is Fc1ccccc1C=Nc1nnc(S)s1. The target protein sequence is LIPFDDAVGPTEFSPFDQWTGYCTHGSTLFPTWHRPYVLILEQILSGHAQQIADTYTVNKSEWKKAATEFRHPYWDWASNSVPPPEVISLPKVTITTPNGQKTSVANPLMRYTFNSVNDGGFYGPYNQWDTTLRQPDSTGVNAKDNVNRLKSVLKNAQASLTRATYDMFNRVTTWPHFSSHTPASGGSTSNSIEAIHDNIHVLVGGNGHMSDPSVAPFDPIFFLHHANVDRLIALWSAIRYDVWTSPGDAQFGTYTLRYKQSVDESTDLAPWWKTQNEYWKSNELRSTESLGYTYPEFVGLDMYNKDAVNKTISRKVAQLYGPQRGGQRSLVEDLSNSHARRSQRPAKRSRLGQLLKGLFSDWSAQIKFNRHEVGQSFSVCLFLGNVPEDPREWLVSPNLVGARHAFVRSVKTDHVAEEIGFIPINQWIAEHTGLPSFAVDLVKPLLAQGLQWRVLLADGTPAELDSLEVTILEVPSELTDDEPNPRSRPPRYHKDITHG.... The pIC50 is 6.1. (5) The drug is CN(C)[C@@H]1C(=O)C(C(N)=O)C(=O)[C@@]2(O)C(=O)C3C(=O)c4c(O)ccc(Cl)c4[C@@](C)(O)C3C[C@@H]12. The target protein (Q9Y4P1) has sequence MDAATLTYDTLRFAEFEDFPETSEPVWILGRKYSIFTEKDEILSDVASRLWFTYRKNFPAIGGTGPTSDTGWGCMLRCGQMIFAQALVCRHLGRDWRWTQRKRQPDSYFSVLNAFIDRKDSYYSIHQIAQMGVGEGKSIGQWYGPNTVAQVLKKLAVFDTWSSLAVHIAMDNTVVMEEIRRLCRTSVPCAGATAFPADSDRHCNGFPAGAEVTNRPSPWRPLVLLIPLRLGLTDINEAYVETLKHCFMMPQSLGVIGGKPNSAHYFIGYVGEELIYLDPHTTQPAVEPTDGCFIPDESFHCQHPPCRMSIAELDPSIAVGFFCKTEDDFNDWCQQVKKLSLLGGALPMFELVELQPSHLACPDVLNLSLDSSDVERLERFFDSEDEDFEILSL. The pIC50 is 5.2. (6) The small molecule is CN(C)c1cccc(C(=O)OCc2cc(=O)oc3cc(O)ccc23)c1. The target protein (P63279) has sequence MSGIALSRLAQERKAWRKDHPFGFVAVPTKNPDGTMNLMNWECAIPGKKGTPWEGGLFKLRMLFKDDYPSSPPKCKFEPPLFHPNVYPSGTVCLSILEEDKDWRPAITIKQILLGIQELLNEPNIQDPAQAEAYTIYCQNRVEYEKRVRAQAKKFAPS. The pIC50 is 5.2. (7) The target protein (O76074) has sequence MERAGPSFGQQRQQQQPQQQKQQQRDQDSVEAWLDDHWDFTFSYFVRKATREMVNAWFAERVHTIPVCKEGIRGHTESCSCPLQQSPRADNSAPGTPTRKISASEFDRPLRPIVVKDSEGTVSFLSDSEKKEQMPLTPPRFDHDEGDQCSRLLELVKDISSHLDVTALCHKIFLHIHGLISADRYSLFLVCEDSSNDKFLISRLFDVAEGSTLEEVSNNCIRLEWNKGIVGHVAALGEPLNIKDAYEDPRFNAEVDQITGYKTQSILCMPIKNHREEVVGVAQAINKKSGNGGTFTEKDEKDFAAYLAFCGIVLHNAQLYETSLLENKRNQVLLDLASLIFEEQQSLEVILKKIAATIISFMQVQKCTIFIVDEDCSDSFSSVFHMECEELEKSSDTLTREHDANKINYMYAQYVKNTMEPLNIPDVSKDKRFPWTTENTGNVNQQCIRSLLCTPIKNGKKNKVIGVCQLVNKMEENTGKVKPFNRNDEQFLEAFVIFCG.... The compound is CC(C)CCc1nc2c(n1Cc1ccccc1)C(=O)N(C)C1=N[C@@H]3CCC[C@@H]3N12. The pIC50 is 6.2. (8) The small molecule is CNCCN(C)Cc1ccccc1Sc1ccccc1Cl. The target protein (Q63009) has sequence MAAAEAANCIMEVSCGQAESSEKPNAEDMTSKDYYFDSYAHFGIHEEMLKDEVRTLTYRNSMFHNRHLFKDKVVLDVGSGTGILCMFAAKAGARKVIGIECSSISDYAVKIVKANKLDHVVTIIKGKVEEVELPVEKVDIIISEWMGYCLFYESMLNTVLHARDKWLAPDGLIFPDRATLYVTAIEDRQYKDYKIHWWENVYGFDMSCIKDVAIKEPLVDVVDPKQLVTNACLIKEVDIYTVKVEDLTFTSPFCLQVKRNDYVHALVAYFNIEFTRCHKRTGFSTSPESPYTHWKQTVFYMEDYLTVKTGEEIFGTIGMRPNAKNNRDLDFTIDLDFKGQLCELSCSTDYRMR. The pIC50 is 8.2. (9) The drug is Cc1ccc2ccc(C(Nc3ncccn3)c3ccc(F)cc3F)c(O)c2n1. The target protein (P0DPI0) has sequence MPFVNKQFNYKDPVNGVDIAYIKIPNVGQMQPVKAFKIHNKIWVIPERDTFTNPEEGDLNPPPEAKQVPVSYYDSTYLSTDNEKDNYLKGVTKLFERIYSTDLGRMLLTSIVRGIPFWGGSTIDTELKVIDTNCINVIQPDGSYRSEELNLVIIGPSADIIQFECKSFGHEVLNLTRNGYGSTQYIRFSPDFTFGFEESLEVDTNPLLGAGKFATDPAVTLAHELIHAGHRLYGIAINPNRVFKVNTNAYYEMSGLEVSFEELRTFGGHDAKFIDSLQENEFRLYYYNKFKDIASTLNKAKSIVGTTASLQYMKNVFKEKYLLSEDTSGKFSVDKLKFDKLYKMLTEIYTEDNFVKFFKVLNRKTYLNFDKAVFKINIVPKVNYTIYDGFNLRNTNLAANFNGQNTEINNMNFTKLKNFTGLFEFYKLLCVRGIITSKTKSLDKGYNKALNDLCIKVNNWDLFFSPSEDNFTNDLNKGEEITSDTNIEAAEENISLDLIQ.... The pIC50 is 5.4.